From a dataset of Peptide-MHC class II binding affinity with 134,281 pairs from IEDB. Regression. Given a peptide amino acid sequence and an MHC pseudo amino acid sequence, predict their binding affinity value. This is MHC class II binding data. (1) The peptide sequence is CADILAIASRVLVTM. The MHC is HLA-DQA10401-DQB10402 with pseudo-sequence HLA-DQA10401-DQB10402. The binding affinity (normalized) is 0.263. (2) The peptide sequence is GELQIVDKIDAVFKI. The MHC is DRB1_0101 with pseudo-sequence DRB1_0101. The binding affinity (normalized) is 0.555. (3) The peptide sequence is DFLELLRYLAVELLP. The MHC is HLA-DQA10301-DQB10302 with pseudo-sequence HLA-DQA10301-DQB10302. The binding affinity (normalized) is 0. (4) The peptide sequence is SGFLGPLLVLQAGFF. The MHC is HLA-DQA10401-DQB10402 with pseudo-sequence HLA-DQA10401-DQB10402. The binding affinity (normalized) is 0.391. (5) The peptide sequence is PQVKYAVFEAALTKA. The MHC is DRB1_0901 with pseudo-sequence DRB1_0901. The binding affinity (normalized) is 0.700. (6) The peptide sequence is AFIFDGDNLFPKV. The MHC is DRB1_0401 with pseudo-sequence DRB1_0401. The binding affinity (normalized) is 0.666. (7) The peptide sequence is DVDIIVDARLDLSST. The MHC is DRB3_0101 with pseudo-sequence DRB3_0101. The binding affinity (normalized) is 0.237.